This data is from Forward reaction prediction with 1.9M reactions from USPTO patents (1976-2016). The task is: Predict the product of the given reaction. The product is: [Cl:30][C:2]1[C:3]2[S:10][C:9]([C:11]3[CH:16]=[C:15]([CH3:17])[CH:14]=[C:13]([CH3:18])[CH:12]=3)=[CH:8][C:4]=2[N:5]=[CH:6][N:7]=1. Given the reactants O[C:2]1[C:3]2[S:10][C:9]([C:11]3[CH:16]=[C:15]([CH3:17])[CH:14]=[C:13]([CH3:18])[CH:12]=3)=[CH:8][C:4]=2[N:5]=[CH:6][N:7]=1.C(N(C(C)C)CC)(C)C.P(Cl)(Cl)([Cl:30])=O, predict the reaction product.